From a dataset of Reaction yield outcomes from USPTO patents with 853,638 reactions. Predict the reaction yield, written as a fraction of the theoretical maximum amount of product (1.0 means a 100% yield; for example, 0.34 means a 34% yield). (1) The reactants are [Si]([O:18][C:19]1[CH:20]=[C:21]([C@:26]([NH:45][C:46]([NH:48][CH2:49][C:50]([F:53])([F:52])[F:51])=[O:47])([C:34]2[CH:39]=[CH:38][C:37]([F:40])=[C:36]([C:41]([F:44])([F:43])[F:42])[CH:35]=2)[CH2:27][C:28]2[CH:33]=[CH:32][CH:31]=[CH:30][CH:29]=2)[CH:22]=[C:23]([F:25])[CH:24]=1)(C(C)(C)C)(C1C=CC=CC=1)C1C=CC=CC=1.CCCC[N+](CCCC)(CCCC)CCCC.[F-]. The catalyst is C1COCC1.C(Cl)Cl. The product is [F:40][C:37]1[CH:38]=[CH:39][C:34]([C@@:26]([NH:45][C:46]([NH:48][CH2:49][C:50]([F:51])([F:52])[F:53])=[O:47])([C:21]2[CH:20]=[C:19]([OH:18])[CH:24]=[C:23]([F:25])[CH:22]=2)[CH2:27][C:28]2[CH:29]=[CH:30][CH:31]=[CH:32][CH:33]=2)=[CH:35][C:36]=1[C:41]([F:44])([F:42])[F:43]. The yield is 0.770. (2) The catalyst is C1COCC1. The yield is 0.405. The product is [Br:3][C:4]1[CH:13]=[C:12]2[C:7]([CH2:8][CH:9]([NH:15][C:16](=[O:22])[O:17][C:18]([CH3:19])([CH3:21])[CH3:20])[C:10](=[O:14])[N:11]2[CH3:25])=[N:6][CH:5]=1. The reactants are [H-].[Na+].[Br:3][C:4]1[CH:13]=[C:12]2[C:7]([CH2:8][CH:9]([NH:15][C:16](=[O:22])[O:17][C:18]([CH3:21])([CH3:20])[CH3:19])[C:10](=[O:14])[NH:11]2)=[N:6][CH:5]=1.IC.[CH3:25]CCCCC. (3) The product is [Cl:1][C:2]1[N:3]=[C:4]2[C:9](=[CH:10][CH:11]=1)[N:8]=[CH:7][C:6]1[CH:12]=[CH:39][C:38](=[O:37])[N:14]([C:15]3[CH:20]=[CH:19][C:18]([C:21]([CH3:25])([CH3:24])[C:22]#[N:23])=[CH:17][CH:16]=3)[C:5]2=1. The yield is 0.290. The catalyst is C(O)(C)(C)C. The reactants are [Cl:1][C:2]1[N:3]=[C:4]2[C:9](=[CH:10][CH:11]=1)[N:8]=[CH:7][C:6]([CH:12]=O)=[C:5]2[NH:14][C:15]1[CH:20]=[CH:19][C:18]([C:21]([CH3:25])([CH3:24])[C:22]#[N:23])=[CH:17][CH:16]=1.C(OP(CC([O:37][CH2:38][CH3:39])=O)(OCC)=O)C.C(=O)([O-])[O-].[K+].[K+]. (4) The reactants are [CH3:1][O:2][C:3]1[CH:8]=[CH:7][CH:6]=[CH:5][C:4]=1[NH:9][C:10](=[O:16])[O:11][C:12]([CH3:15])([CH3:14])[CH3:13].[Li]C(C)(C)C.[F:22][C:23]([F:35])([F:34])[C:24]1[CH:25]=[CH:26][C:27]([C:30](OC)=[O:31])=[N:28][CH:29]=1. The catalyst is CCOCC. The product is [CH3:1][O:2][C:3]1[CH:8]=[CH:7][CH:6]=[C:5]([C:30](=[O:31])[C:27]2[CH:26]=[CH:25][C:24]([C:23]([F:34])([F:22])[F:35])=[CH:29][N:28]=2)[C:4]=1[NH:9][C:10](=[O:16])[O:11][C:12]([CH3:13])([CH3:15])[CH3:14]. The yield is 0.695. (5) The reactants are [CH:1]([N:4]1[C:12]2[C:7](=[CH:8][CH:9]=[CH:10][CH:11]=2)[C:6]([C:13]([OH:15])=O)=[CH:5]1)([CH3:3])[CH3:2].C(Cl)(=O)C(Cl)=O.[Cl:22][C:23]1[CH:24]=[C:25]([CH2:30][C:31]([O:33][CH3:34])=[O:32])[CH:26]=[CH:27][C:28]=1[NH2:29].C(N(CC)CC)C. The catalyst is C(Cl)Cl. The product is [Cl:22][C:23]1[CH:24]=[C:25]([CH2:30][C:31]([O:33][CH3:34])=[O:32])[CH:26]=[CH:27][C:28]=1[NH:29][C:13]([C:6]1[C:7]2[C:12](=[CH:11][CH:10]=[CH:9][CH:8]=2)[N:4]([CH:1]([CH3:2])[CH3:3])[CH:5]=1)=[O:15]. The yield is 0.910. (6) The reactants are C([O-])([O-])=O.[K+].[K+].[CH3:19][C:18]([O:17][C:15](O[C:15]([O:17][C:18]([CH3:21])([CH3:20])[CH3:19])=[O:16])=[O:16])([CH3:21])[CH3:20].Cl.[NH2:23][C@@H:24]1[CH2:26][C@H:25]1[C:27]1[CH:32]=[CH:31][C:30]([OH:33])=[CH:29][CH:28]=1. The catalyst is O1CCOCC1.O. The product is [OH:33][C:30]1[CH:29]=[CH:28][C:27]([C@@H:25]2[CH2:26][C@H:24]2[NH:23][C:15](=[O:16])[O:17][C:18]([CH3:19])([CH3:20])[CH3:21])=[CH:32][CH:31]=1. The yield is 0.800. (7) The reactants are [C:1]([C:5]1[CH:9]=[C:8]([NH:10][C:11]([NH:13][C@@H:14]2[C:23]3[C:18](=[CH:19][CH:20]=[CH:21][CH:22]=3)[C@H:17]([O:24][C:25]3[CH:26]=[CH:27][C:28]4[N:29]([C:31]([N:34]5[C@H:39]([CH3:40])[CH2:38][CH2:37][CH2:36][C@@H:35]5[CH3:41])=[N:32][N:33]=4)[CH:30]=3)[CH2:16][CH2:15]2)=[O:12])[N:7]([C:42]2[CH:43]=[C:44]([CH:51]=[CH:52][CH:53]=2)[CH2:45][O:46]S(C)(=O)=O)[N:6]=1)([CH3:4])([CH3:3])[CH3:2].[NH:54]1[CH2:58][CH2:57][CH2:56][CH2:55]1.C1C[O:62]CC1. No catalyst specified. The product is [CH:45]([OH:46])=[O:62].[C:1]([C:5]1[CH:9]=[C:8]([NH:10][C:11]([NH:13][C@@H:14]2[C:23]3[C:18](=[CH:19][CH:20]=[CH:21][CH:22]=3)[C@H:17]([O:24][C:25]3[CH:26]=[CH:27][C:28]4[N:29]([C:31]([N:34]5[C@H:35]([CH3:41])[CH2:36][CH2:37][CH2:38][C@@H:39]5[CH3:40])=[N:32][N:33]=4)[CH:30]=3)[CH2:16][CH2:15]2)=[O:12])[N:7]([C:42]2[CH:53]=[CH:52][CH:51]=[C:44]([CH2:45][N:54]3[CH2:58][CH2:57][CH2:56][CH2:55]3)[CH:43]=2)[N:6]=1)([CH3:2])([CH3:4])[CH3:3]. The yield is 0.240. (8) The reactants are [NH2:1][C:2]1[C:3]([C:10]([O:12][CH3:13])=[O:11])=[N:4]C(Cl)=C(Cl)[N:7]=1.CC(C1C=C(C(C)C)C(C2C=CC=CC=2P([CH:39]2[CH2:44][CH2:43][CH2:42]CC2)[CH:43]2[CH2:42]CC[CH2:39][CH2:44]2)=C(C(C)C)C=1)C.C[Sn](C)(C)C.CN1CCCC1=O. The catalyst is C1C=CC(/C=C/C(/C=C/C2C=CC=CC=2)=O)=CC=1.C1C=CC(/C=C/C(/C=C/C2C=CC=CC=2)=O)=CC=1.C1C=CC(/C=C/C(/C=C/C2C=CC=CC=2)=O)=CC=1.[Pd].[Pd].O. The product is [NH2:7][C:2]1[C:3]([C:10]([O:12][CH3:13])=[O:11])=[N:4][C:43]([CH3:42])=[C:44]([CH3:39])[N:1]=1. The yield is 0.490. (9) The catalyst is C(Cl)Cl. The yield is 0.960. The product is [C:39]([O:38][C:36]([NH:35][C:11]1[C:12]([C:14]2[O:18][C:17]([C:19]3[CH:20]=[CH:21][C:22]([CH2:25][N:26]([CH3:34])[C:27](=[O:33])[O:28][C:29]([CH3:30])([CH3:31])[CH3:32])=[CH:23][CH:24]=3)=[N:16][N:15]=2)=[N:13][C:8]([C:5]2[CH2:6][CH2:7][CH:2]([NH:1][C:50](=[O:53])[CH2:51][CH3:52])[CH2:3][CH:4]=2)=[CH:9][N:10]=1)=[O:37])([CH3:42])([CH3:41])[CH3:40]. The reactants are [NH2:1][CH:2]1[CH2:7][CH2:6][C:5]([C:8]2[N:13]=[C:12]([C:14]3[O:18][C:17]([C:19]4[CH:24]=[CH:23][C:22]([CH2:25][N:26]([CH3:34])[C:27](=[O:33])[O:28][C:29]([CH3:32])([CH3:31])[CH3:30])=[CH:21][CH:20]=4)=[N:16][N:15]=3)[C:11]([NH:35][C:36]([O:38][C:39]([CH3:42])([CH3:41])[CH3:40])=[O:37])=[N:10][CH:9]=2)=[CH:4][CH2:3]1.CCN(CC)CC.[C:50](Cl)(=[O:53])[CH2:51][CH3:52].